This data is from Experimentally validated miRNA-target interactions with 360,000+ pairs, plus equal number of negative samples. The task is: Binary Classification. Given a miRNA mature sequence and a target amino acid sequence, predict their likelihood of interaction. (1) The miRNA is mmu-miR-335-5p with sequence UCAAGAGCAAUAACGAAAAAUGU. The protein sequence of the target gene is MAADGTLSRGGVGEAVEEEHPGALEPGAAPFGNFPHYSRFHPPEQRLRLLPPELLRQLFPPEGPEKRPILGLDVGCNSGDLSVALYKHFLSPRDGETCSGASRELRILCCDIDPVLVERAERDCPFPEALTFITLDIMDQESRKVPLSSFLSQFGRSVFDMVFCMSVTMWIHLNHGDRGLCEFLAHVSSLCSYLLVEPQPWKCYRAAARRLRKLGLHSFDHFRSLAIRGDMAKQIVRILTQDHGMELACCFGNTSWDRSLLLFRAKHTHETQAIPESSTKETRTD. Result: 0 (no interaction). (2) The miRNA is hsa-miR-6736-5p with sequence CUGGGUGAGGGCAUCUGUGGU. The protein sequence of the target gene is MRGPIVLHICLAFCSLLLFSVATQCLAFPKIERRREIAHVHAEKGQSDKMNTDDLENSSVTSKQTPQLVVSEDPMMMSAVPSATSLNKAFSINKETQPGQAGLMQTERPGVSTPTESGVPSAEEVFGSSQPERISPESGLAKAMLTIAITATPSLTVDEKEELLTSTNFQPIVEEITETTKGFLKYMDNQSFATESQEGVGLGHSPSSYVNTKEMLTTNPKTEKFEADTDHRTTSFPGAESTAGSEPGSLTPDKEKPSQMTADNTQAAATKQPLETSEYTLSVEPETDSLLGAPEVTVSV.... Result: 0 (no interaction). (3) The miRNA is hsa-miR-6089 with sequence GGAGGCCGGGGUGGGGCGGGGCGG. The protein sequence of the target gene is MKGSNRNKDHSAEGEGVGKRPKRKCLQWHPLLAKKLLDFSEEEEEEDEEEDIDKVQLLGADGLEQDVGETEDDESPEQRARRPMNAFLLFCKRHRSLVRQEHPRLDNRGATKILADWWAVLDPKEKQKYTDMAKEYKDAFMKANPGYKWCPTTNKPVKSPTPTVNPRKKLWAFPSDSSRDLPSPKKAKTEEMPQLNFGMADPTQMGGLSMLLLAGEHALGTPEVSSGTCRPDVSESPELRQKSPLFQFAEISSSTSHSDASTKQCQTSALFQFAEISSNTSQLGGAEPVKRCGKSALFQL.... Result: 1 (interaction). (4) The miRNA is hsa-miR-6514-3p with sequence CUGCCUGUUCUUCCACUCCAG. The protein sequence of the target gene is MAKWGQGDPRWIVEEREDGTNVNNWHWTERDATIWSKGKLRELLVGIAMENEAGRCEISELKQVEGEASCNSRKGKLIFFYEWNIKLAWKGTVKESGAKHKGLIEIPSLSEENEINDTEVNVSKKKGDGEILKDLMRTTGTAKVREALGEYLKALKTEFTTGMILPTKAVATQELTLQRKLNENKLQASPVALGVRIPTVALHLTELFDTTVEQLYSIFTVKELVQKFSKSPAVLEAERGGKFQMFDGNISGEYVELVTNRKIIMKWRCRNWPEEHYATVELNFVPAPGQTELQLDCKGV.... Result: 0 (no interaction). (5) The miRNA is mmu-miR-5116 with sequence UUUGAUAGGAACCCCGCCUGA. The protein sequence of the target gene is MAWDLKVKMLGGNDFLVSVTNSMTVSELKKQIAQKIGVPAFQQRLAHQTAVLQDGLTLSSLGLGPSSTVMLVVQNCSEPLSILVRNERGHSNIYEVFLTQTVDTLKKKVSQREQVHEDQFWLSFEGRPMEDKELLGEYGLKPQCTVIKHLRLRGGGGDQCA. Result: 1 (interaction).